This data is from Forward reaction prediction with 1.9M reactions from USPTO patents (1976-2016). The task is: Predict the product of the given reaction. (1) The product is: [CH3:8][C:9]1[CH:10]=[CH:11][C:12]([NH:25][C:26]2[C:34]3[C:29](=[CH:30][N:31]=[CH:32][CH:33]=3)[O:28][C:27]=2[C:35]2[N:40]=[CH:39][CH:38]=[CH:37][N:36]=2)=[C:13]2[C:17]=1[NH:16][N:15]=[CH:14]2. Given the reactants C(O)(C(F)(F)F)=O.[CH3:8][C:9]1[CH:10]=[CH:11][C:12]([NH:25][C:26]2[C:34]3[C:29](=[CH:30][N:31]=[CH:32][CH:33]=3)[O:28][C:27]=2[C:35]2[N:40]=[CH:39][CH:38]=[CH:37][N:36]=2)=[C:13]2[C:17]=1[N:16](C(OC(C)(C)C)=O)[N:15]=[CH:14]2, predict the reaction product. (2) Given the reactants Cl.[CH:2]1([NH:5][C:6](=[NH:8])[CH3:7])[CH2:4][CH2:3]1.Br[C:10](=[CH:13]OC(C)C)[CH:11]=[O:12].C([O-])([O-])=O.[K+].[K+], predict the reaction product. The product is: [CH:2]1([N:5]2[C:10]([CH:11]=[O:12])=[CH:13][N:8]=[C:6]2[CH3:7])[CH2:4][CH2:3]1.